Dataset: Full USPTO retrosynthesis dataset with 1.9M reactions from patents (1976-2016). Task: Predict the reactants needed to synthesize the given product. (1) Given the product [Br:1][C:2]1[CH:3]=[CH:4][C:5]([F:11])=[C:6]([CH:10]=1)[C:7]([N:14]([CH3:15])[CH3:13])=[O:8], predict the reactants needed to synthesize it. The reactants are: [Br:1][C:2]1[CH:3]=[CH:4][C:5]([F:11])=[C:6]([CH:10]=1)[C:7](O)=[O:8].Cl.[CH3:13][NH:14][CH3:15].CCN=C=NCCCN(C)C.Cl.C1C=CC2N(O)N=NC=2C=1.O.C(=O)([O-])[O-].[K+].[K+].C(=O)([O-])O.[Na+]. (2) Given the product [C:73]1([NH:72][C:11]([C:9]2[S:10][C:6]([CH2:1][CH2:2][CH2:3][CH2:4][CH3:5])=[C:7]([C:14]3[CH:19]=[CH:18][CH:17]=[CH:16][CH:15]=3)[N:8]=2)=[O:13])[CH:78]=[CH:77][CH:76]=[CH:75][CH:74]=1, predict the reactants needed to synthesize it. The reactants are: [CH2:1]([C:6]1[S:10][C:9]([C:11]([OH:13])=O)=[N:8][C:7]=1[C:14]1[CH:19]=[CH:18][CH:17]=[CH:16][CH:15]=1)[CH2:2][CH2:3][CH2:4][CH3:5].C1C=NC2N(O)N=NC=2C=1.F[P-](F)(F)(F)(F)F.N1(O[P+](N2CCCC2)(N2CCCC2)N2CCCC2)C2N=CC=CC=2N=N1.C(N(C(C)C)CC)(C)C.[NH2:72][C:73]1[CH:78]=[CH:77][CH:76]=[CH:75][CH:74]=1. (3) The reactants are: Br[CH2:2][C:3]([NH2:5])=[O:4].[SH:6][C:7]1[N:14]=[C:13]([CH3:15])[CH:12]=[C:11]([CH3:16])[C:8]=1[C:9]#[N:10].C[O-].[Na+]. Given the product [NH2:10][C:9]1[C:8]2[C:7](=[N:14][C:13]([CH3:15])=[CH:12][C:11]=2[CH3:16])[S:6][C:2]=1[C:3]([NH2:5])=[O:4], predict the reactants needed to synthesize it.